From a dataset of Peptide-MHC class II binding affinity with 134,281 pairs from IEDB. Regression. Given a peptide amino acid sequence and an MHC pseudo amino acid sequence, predict their binding affinity value. This is MHC class II binding data. (1) The peptide sequence is GGRLAFQEFMIVPSG. The MHC is HLA-DQA10501-DQB10201 with pseudo-sequence HLA-DQA10501-DQB10201. The binding affinity (normalized) is 0.298. (2) The peptide sequence is LVLDFCDDALIEGIT. The MHC is DRB1_1201 with pseudo-sequence DRB1_1201. The binding affinity (normalized) is 0.515. (3) The peptide sequence is LQLIRLAASLQHYGL. The MHC is DRB3_0101 with pseudo-sequence DRB3_0101. The binding affinity (normalized) is 0.455. (4) The peptide sequence is VTDVTQLYLGGMSYY. The MHC is DRB1_0101 with pseudo-sequence DRB1_0101. The binding affinity (normalized) is 0.647. (5) The peptide sequence is LLDILDTAGLEEYSAMRD. The MHC is DRB1_0405 with pseudo-sequence DRB1_0405. The binding affinity (normalized) is 0.375. (6) The peptide sequence is KFPELGMNPSHCNEM. The MHC is HLA-DPA10201-DPB10501 with pseudo-sequence HLA-DPA10201-DPB10501. The binding affinity (normalized) is 0.0490.